From a dataset of Full USPTO retrosynthesis dataset with 1.9M reactions from patents (1976-2016). Predict the reactants needed to synthesize the given product. The reactants are: C(OCCC[Si](OC)(OC)OC)(=O)C=C.Cl.[C:17]([O:20][CH:21]([CH3:25])[CH2:22][O:23][CH3:24])(=[O:19])[CH3:18].[CH3:26][O:27][CH2:28][CH:29]([OH:31])[CH3:30]. Given the product [C:17]([O:20][CH:21]([CH3:25])[CH2:22][O:23][CH3:24])(=[O:19])[CH3:18].[CH3:26][O:27][CH2:28][CH:29]([OH:31])[CH3:30], predict the reactants needed to synthesize it.